From a dataset of Catalyst prediction with 721,799 reactions and 888 catalyst types from USPTO. Predict which catalyst facilitates the given reaction. (1) Reactant: [CH2:1]([N:8]1[CH:12]=[C:11]([CH2:13][CH2:14][C:15]([O:17][CH2:18][CH3:19])=[O:16])[C:10]([OH:20])=[N:9]1)[C:2]1[CH:7]=[CH:6][CH:5]=[CH:4][CH:3]=1.Cl[CH2:22][C:23]1[CH:24]=[CH:25][C:26]([O:29][CH2:30][C:31]2[N:32]=[C:33]([C:37]3[CH:42]=[CH:41][CH:40]=[CH:39][CH:38]=3)[O:34][C:35]=2[CH3:36])=[N:27][CH:28]=1.C(=O)([O-])[O-].[K+].[K+].CN(C)C=O. Product: [CH2:1]([N:8]1[CH:12]=[C:11]([CH2:13][CH2:14][C:15]([O:17][CH2:18][CH3:19])=[O:16])[C:10]([O:20][CH2:22][C:23]2[CH:28]=[N:27][C:26]([O:29][CH2:30][C:31]3[N:32]=[C:33]([C:37]4[CH:42]=[CH:41][CH:40]=[CH:39][CH:38]=4)[O:34][C:35]=3[CH3:36])=[CH:25][CH:24]=2)=[N:9]1)[C:2]1[CH:3]=[CH:4][CH:5]=[CH:6][CH:7]=1. The catalyst class is: 6. (2) Reactant: I[C:2]1[C:3]([C:9]([O:11][CH3:12])=[O:10])=[N:4][C:5]([CH3:8])=[CH:6][CH:7]=1.[CH3:13][C:14]1[N:15]=[N:16][NH:17][CH:18]=1.CN[C@@H]1CCCC[C@H]1NC.C(=O)([O-])[O-].[Cs+].[Cs+].[Si](C=[N+]=[N-])(C)(C)C. Product: [CH3:8][C:5]1[N:4]=[C:3]([C:9]([O:11][CH3:12])=[O:10])[C:2]([N:16]2[N:15]=[C:14]([CH3:13])[CH:18]=[N:17]2)=[CH:7][CH:6]=1. The catalyst class is: 3. (3) Reactant: [C:1]([C:5]1[CH:10]=[CH:9][CH:8]=[CH:7][C:6]=1[N:11]1[CH2:16][CH2:15][N:14]([C:17]([C:19]2[N:20]=[C:21]([CH3:28])[N:22]([CH2:24][C:25]([O-:27])=[O:26])[CH:23]=2)=[O:18])[CH2:13][CH2:12]1)([CH3:4])([CH3:3])[CH3:2].[Li+].[OH-].Cl. Product: [C:1]([C:5]1[CH:10]=[CH:9][CH:8]=[CH:7][C:6]=1[N:11]1[CH2:16][CH2:15][N:14]([C:17]([C:19]2[N:20]=[C:21]([CH3:28])[N:22]([CH2:24][C:25]([OH:27])=[O:26])[CH:23]=2)=[O:18])[CH2:13][CH2:12]1)([CH3:4])([CH3:3])[CH3:2]. The catalyst class is: 7.